Predict which catalyst facilitates the given reaction. From a dataset of Catalyst prediction with 721,799 reactions and 888 catalyst types from USPTO. Reactant: [F:1][C:2]([F:19])([F:18])[O:3][C:4]1[CH:5]=[C:6]([CH:15]=[CH:16][CH:17]=1)[CH2:7][NH:8][CH:9]1[CH2:14][CH2:13][O:12][CH2:11][CH2:10]1.[CH3:20][N:21]1[CH:25]=[C:24]([C:26](O)=[O:27])[N:23]=[CH:22]1.CCN=C=NCCCN(C)C.Cl.C1C=CC2N(O)N=NC=2C=1. Product: [CH3:20][N:21]1[CH:25]=[C:24]([C:26]([N:8]([CH:9]2[CH2:14][CH2:13][O:12][CH2:11][CH2:10]2)[CH2:7][C:6]2[CH:15]=[CH:16][CH:17]=[C:4]([O:3][C:2]([F:18])([F:1])[F:19])[CH:5]=2)=[O:27])[N:23]=[CH:22]1. The catalyst class is: 10.